This data is from Reaction yield outcomes from USPTO patents with 853,638 reactions. The task is: Predict the reaction yield, written as a fraction of the theoretical maximum amount of product (1.0 means a 100% yield; for example, 0.34 means a 34% yield). (1) The reactants are [Si]([C:5]#[N:6])(C)(C)C.[Cl:7][C:8]1[CH:15]=[CH:14][C:11]([CH:12]=O)=[CH:10][CH:9]=1.[Br:16][C:17]1[CH:23]=[CH:22][C:20]([NH2:21])=[CH:19][CH:18]=1. The catalyst is CO.S(=O)(=O)(O)N. The product is [Br:16][C:17]1[CH:23]=[CH:22][C:20]([NH:21][CH:12]([C:11]2[CH:14]=[CH:15][C:8]([Cl:7])=[CH:9][CH:10]=2)[C:5]#[N:6])=[CH:19][CH:18]=1. The yield is 0.830. (2) The reactants are [C:1]([O:5][C:6]([N:8]1[CH2:12][C@@H:11]([O:13][CH3:14])[CH2:10][C@H:9]1[C:15]([OH:17])=O)=[O:7])([CH3:4])([CH3:3])[CH3:2].Cl.C([N:21]=C=NCCCN(C)C)C.O.N1(O)C2C=CC=CC=2N=N1.[OH-].[NH4+]. The catalyst is C(#N)C. The product is [C:15]([C@@H:9]1[CH2:10][C@H:11]([O:13][CH3:14])[CH2:12][N:8]1[C:6]([O:5][C:1]([CH3:4])([CH3:3])[CH3:2])=[O:7])(=[O:17])[NH2:21]. The yield is 1.00. (3) The reactants are [Cl:1][C:2]1[CH:3]=[C:4]([NH2:26])[C:5]([NH:9][CH:10]2[CH2:15][CH2:14][N:13]([C@H:16]3[CH2:21][CH2:20][C@@H:19]([O:22][CH2:23][CH2:24][CH3:25])[CH2:18][CH2:17]3)[CH2:12][CH2:11]2)=[CH:6][C:7]=1[CH3:8].C(N(C(C)C)CC)(C)C.Cl[C:37](Cl)([O:39]C(=O)OC(Cl)(Cl)Cl)Cl.C([O-])(O)=O.[Na+]. The catalyst is ClCCl.O. The product is [ClH:1].[Cl:1][C:2]1[C:7]([CH3:8])=[CH:6][C:5]2[N:9]([CH:10]3[CH2:15][CH2:14][N:13]([C@H:16]4[CH2:21][CH2:20][C@@H:19]([O:22][CH2:23][CH2:24][CH3:25])[CH2:18][CH2:17]4)[CH2:12][CH2:11]3)[C:37](=[O:39])[NH:26][C:4]=2[CH:3]=1. The yield is 0.520. (4) The reactants are [NH2:1][C:2]1[N:3]=[N:4][C:5]([C:8]2[CH:17]=[CH:16][C:11]([C:12]([O:14][CH3:15])=[O:13])=[CH:10][CH:9]=2)=[CH:6][N:7]=1.Cl[CH:19]([C:22]1([C:25]2[CH:26]=[C:27]3[C:32](=[CH:33][CH:34]=2)[N:31]=[CH:30][CH:29]=[CH:28]3)[CH2:24][CH2:23]1)[CH:20]=O.C(N(CC)CC)C. The catalyst is C(O)(C)C. The product is [N:31]1[C:32]2[C:27](=[CH:26][C:25]([C:22]3([C:19]4[N:3]5[N:4]=[C:5]([C:8]6[CH:9]=[CH:10][C:11]([C:12]([O:14][CH3:15])=[O:13])=[CH:16][CH:17]=6)[CH:6]=[N:7][C:2]5=[N:1][CH:20]=4)[CH2:24][CH2:23]3)=[CH:34][CH:33]=2)[CH:28]=[CH:29][CH:30]=1. The yield is 0.440.